From a dataset of Catalyst prediction with 721,799 reactions and 888 catalyst types from USPTO. Predict which catalyst facilitates the given reaction. (1) Reactant: [CH3:1][O:2][C:3]1[CH:42]=[C:41]([O:43][CH3:44])[CH:40]=[CH:39][C:4]=1[CH2:5][NH:6][CH:7]([CH2:21][CH2:22][CH2:23][C:24]1[CH:29]=[CH:28][C:27]([O:30][CH2:31][C@@H:32]2[CH2:36][O:35]C(C)(C)[O:33]2)=[CH:26][CH:25]=1)[CH2:8][NH:9][C:10]([C:12]1[C:17]([NH2:18])=[N:16][C:15]([NH2:19])=[C:14]([Cl:20])[N:13]=1)=[O:11].C(O)(C(F)(F)F)=O. Product: [OH:33][C@@H:32]([CH2:36][OH:35])[CH2:31][O:30][C:27]1[CH:26]=[CH:25][C:24]([CH2:23][CH2:22][CH2:21][CH:7]([NH:6][CH2:5][C:4]2[CH:39]=[CH:40][C:41]([O:43][CH3:44])=[CH:42][C:3]=2[O:2][CH3:1])[CH2:8][NH:9][C:10]([C:12]2[C:17]([NH2:18])=[N:16][C:15]([NH2:19])=[C:14]([Cl:20])[N:13]=2)=[O:11])=[CH:29][CH:28]=1. The catalyst class is: 2. (2) Reactant: [CH3:1][O:2][C:3]([CH:5]1[N:10](CC2C=CC(OC)=CC=2OC)[CH2:9][C:8]2[N:22]=[C:23]([C:25]3[CH:30]=[CH:29][CH:28]=[CH:27][CH:26]=3)[O:24][C:7]=2[C:6]1=[O:31])=[O:4].S(Cl)(Cl)=O. Product: [CH3:1][O:2][C:3]([C:5]1[N:10]=[CH:9][C:8]2[N:22]=[C:23]([C:25]3[CH:26]=[CH:27][CH:28]=[CH:29][CH:30]=3)[O:24][C:7]=2[C:6]=1[OH:31])=[O:4]. The catalyst class is: 4. (3) Reactant: CN([C:4]([O:8]N1N=NC2C=CC=NC1=2)=[N+:5](C)C)C.F[P-](F)(F)(F)(F)F.[C:25]([OH:31])([C:27]([F:30])([F:29])[F:28])=[O:26].[NH:32]1[CH2:36][CH2:35][CH2:34][C@H:33]1[C:37]1[NH:41][C:40]2[CH:42]=[C:43]([C:46]3[CH:55]=[CH:54][C:53]4[C:48](=[CH:49][C:50]([C:56]5[N:57]=[C:58]([C@@H:61]6[CH2:65][CH2:64][CH2:63][NH:62]6)[NH:59][CH:60]=5)=[CH:51][CH:52]=4)[CH:47]=3)[CH:44]=[CH:45][C:39]=2[N:38]=1.C(N([CH:72]([CH3:74])[CH3:73])CC)(C)C.[CH3:75][O:76][C:77]([NH:79][C@@H:80]([CH:84]([CH3:86])[CH3:85])[C:81](O)=[O:82])=[O:78].[CH3:87][OH:88]. Product: [C:25]([OH:31])([C:27]([F:30])([F:29])[F:28])=[O:26].[CH3:87][O:88][C:4](=[O:8])[NH:5][C@H:27]([C:25]([N:62]1[CH2:63][CH2:64][CH2:65][C@H:61]1[C:58]1[NH:59][CH:60]=[C:56]([C:50]2[CH:51]=[CH:52][C:53]3[C:48](=[CH:47][C:46]([C:43]4[CH:44]=[CH:45][C:39]5[NH:38][C:37]([C@@H:33]6[CH2:34][CH2:35][CH2:36][N:32]6[C:81](=[O:82])[C@@H:80]([NH:79][C:77]([O:76][CH3:75])=[O:78])[CH:84]([CH3:86])[CH3:85])=[N:41][C:40]=5[CH:42]=4)=[CH:55][CH:54]=3)[CH:49]=2)[N:57]=1)=[O:26])[CH:72]([CH3:73])[CH3:74]. The catalyst class is: 18. (4) The catalyst class is: 386. Product: [CH:17]([NH:1][CH2:4][CH2:5][S:6][C:7]1[N:8]=[CH:9][N:10]2[CH:14]=[CH:13][S:12][C:11]=12)=[O:18]. Reactant: [N:1]([CH2:4][CH2:5][S:6][C:7]1[N:8]=[CH:9][N:10]2[CH:14]=[CH:13][S:12][C:11]=12)=[N+]=[N-].C1C[O:18][CH2:17]C1.Cl.[H][H]. (5) Reactant: B(O)(O)[C:2]1[CH:10]=[CH:9][CH:8]=[C:7]2[C:3]=1[CH:4]=[CH:5][NH:6]2.I[C:14]1[C:22]2[C:17](=[N:18][CH:19]=[N:20][C:21]=2[NH2:23])[N:16]([CH:24]([CH3:26])[CH3:25])[N:15]=1.C([O-])([O-])=O.[Na+].[Na+]. Product: [NH:6]1[C:7]2[C:3](=[C:2]([C:14]3[C:22]4[C:17](=[N:18][CH:19]=[N:20][C:21]=4[NH2:23])[N:16]([CH:24]([CH3:26])[CH3:25])[N:15]=3)[CH:10]=[CH:9][CH:8]=2)[CH:4]=[CH:5]1. The catalyst class is: 414.